Dataset: Reaction yield outcomes from USPTO patents with 853,638 reactions. Task: Predict the reaction yield, written as a fraction of the theoretical maximum amount of product (1.0 means a 100% yield; for example, 0.34 means a 34% yield). (1) The reactants are P(=O)(O)(O)O.[CH3:6][N:7]([CH3:34])[C:8]([C:10]1[C:22]([CH2:23][CH2:24][CH:25]([OH:32])[C:26]2[CH:31]=[CH:30][CH:29]=[CH:28][CH:27]=2)=[C:21](O)[C:13]2[N:14]=[C:15]([CH:18]([CH3:20])[CH3:19])[N:16]([CH3:17])[C:12]=2[CH:11]=1)=[O:9].[OH-].[Na+]. No catalyst specified. The product is [CH3:6][N:7]([CH3:34])[C:8]([C:10]1[C:22]2[CH2:23][CH2:24][CH:25]([C:26]3[CH:27]=[CH:28][CH:29]=[CH:30][CH:31]=3)[O:32][C:21]=2[C:13]2[N:14]=[C:15]([CH:18]([CH3:20])[CH3:19])[N:16]([CH3:17])[C:12]=2[CH:11]=1)=[O:9]. The yield is 0.400. (2) The reactants are [Cl:1][C:2]1[CH:9]=[CH:8][C:5]([C:6]#[N:7])=[C:4]([O:10][C:11]2[CH:16]=[CH:15][CH:14]=[C:13]([CH:17]=O)[CH:12]=2)[CH:3]=1.[CH3:19][NH:20][CH3:21].C([BH3-])#N.[Na+].[C:26]([OH:33])(=[O:32])/[CH:27]=[CH:28]/[C:29]([OH:31])=[O:30]. The catalyst is C(O)(=O)C.CO. The product is [C:26]([OH:33])(=[O:32])/[CH:27]=[CH:28]/[C:29]([OH:31])=[O:30].[Cl:1][C:2]1[CH:9]=[CH:8][C:5]([C:6]#[N:7])=[C:4]([O:10][C:11]2[CH:16]=[CH:15][CH:14]=[C:13]([CH2:17][N:20]([CH3:21])[CH3:19])[CH:12]=2)[CH:3]=1. The yield is 0.580. (3) The reactants are [CH2:1]([C:3]1[CH:8]=[CH:7][CH:6]=[CH:5][C:4]=1[OH:9])[CH3:2].[BrH:10].CS(C)=O. The catalyst is C(O)(=O)C.O. The product is [Br:10][C:7]1[CH:6]=[CH:5][C:4]([OH:9])=[C:3]([CH2:1][CH3:2])[CH:8]=1. The yield is 0.990. (4) The reactants are C(Br)C1C=CC=CC=1.[F:9][C:10]([F:20])([F:19])[C:11]1[CH:18]=[CH:17][C:14]([CH2:15]Br)=[CH:13][CH:12]=1.[CH3:21][C:22]1[N:23]=[C:24]([N:27]2[CH2:31][CH2:30][NH:29][C:28]2=[O:32])[S:25][CH:26]=1. No catalyst specified. The product is [CH3:21][C:22]1[N:23]=[C:24]([N:27]2[CH2:31][CH2:30][N:29]([CH2:15][C:14]3[CH:17]=[CH:18][C:11]([C:10]([F:20])([F:19])[F:9])=[CH:12][CH:13]=3)[C:28]2=[O:32])[S:25][CH:26]=1. The yield is 0.420.